Dataset: Peptide-MHC class I binding affinity with 185,985 pairs from IEDB/IMGT. Task: Regression. Given a peptide amino acid sequence and an MHC pseudo amino acid sequence, predict their binding affinity value. This is MHC class I binding data. The peptide sequence is SRLGIVVLR. The MHC is HLA-A11:01 with pseudo-sequence HLA-A11:01. The binding affinity (normalized) is 0.0847.